Dataset: Forward reaction prediction with 1.9M reactions from USPTO patents (1976-2016). Task: Predict the product of the given reaction. (1) Given the reactants [CH3:1][O:2][C:3]1[CH:8]=[CH:7][CH:6]=[C:5]([C:9]([F:12])([F:11])[F:10])[CH:4]=1.[Li]CCCC.C([O:21][B:22](OC(C)C)[O:23]C(C)C)(C)C.Cl, predict the reaction product. The product is: [CH3:1][O:2][C:3]1[CH:4]=[C:5]([C:9]([F:10])([F:11])[F:12])[CH:6]=[CH:7][C:8]=1[B:22]([OH:23])[OH:21]. (2) Given the reactants [OH:1][CH2:2][C@H:3]1[CH2:8][N:7]([C:9]([O:11][CH2:12][C:13]2[CH:18]=[CH:17][CH:16]=[CH:15][CH:14]=2)=[O:10])[C@@H:6]([CH3:19])[CH2:5][CH2:4]1.C(OI(C1C=CC=CC=1)OC(=O)C)(=O)C.CC1(C)N([O])C(C)(C)CCC1.O, predict the reaction product. The product is: [CH:2]([C@H:3]1[CH2:8][N:7]([C:9]([O:11][CH2:12][C:13]2[CH:14]=[CH:15][CH:16]=[CH:17][CH:18]=2)=[O:10])[C@H:6]([CH3:19])[CH2:5][CH2:4]1)=[O:1]. (3) Given the reactants [CH3:1][N:2]([CH3:37])[C@@H:3]1[CH2:7][CH2:6][N:5]([C@@H:8]2[CH2:13][CH2:12][C@H:11]([N:14]3[C:18]4[N:19]=[CH:20][N:21]=[C:22]([NH2:23])[C:17]=4[C:16]([C:24]4[CH:29]=[CH:28][C:27]([O:30][C:31]5[CH:36]=[CH:35][CH:34]=[CH:33][CH:32]=5)=[CH:26][CH:25]=4)=[CH:15]3)[CH2:10][CH2:9]2)[CH2:4]1.[C:38]([OH:45])(=[O:44])/[CH:39]=[CH:40]\[C:41]([OH:43])=[O:42], predict the reaction product. The product is: [C:38]([OH:45])(=[O:44])/[CH:39]=[CH:40]\[C:41]([OH:43])=[O:42].[C:38]([OH:45])(=[O:44])/[CH:39]=[CH:40]\[C:41]([OH:43])=[O:42].[C:38]([OH:45])(=[O:44])/[CH:39]=[CH:40]\[C:41]([OH:43])=[O:42].[CH3:1][N:2]([CH3:37])[C@@H:3]1[CH2:7][CH2:6][N:5]([C@@H:8]2[CH2:13][CH2:12][C@H:11]([N:14]3[C:18]4[N:19]=[CH:20][N:21]=[C:22]([NH2:23])[C:17]=4[C:16]([C:24]4[CH:25]=[CH:26][C:27]([O:30][C:31]5[CH:32]=[CH:33][CH:34]=[CH:35][CH:36]=5)=[CH:28][CH:29]=4)=[CH:15]3)[CH2:10][CH2:9]2)[CH2:4]1. (4) Given the reactants C([O:4][CH2:5][C:6]1[C:7]([N:27]2[C:39](=[O:40])[C:38]3[S:37][C:36]4[CH2:35][CH2:34][CH2:33][CH2:32][C:31]=4[C:30]=3[CH:29]=[N:28]2)=[N:8][CH:9]=[CH:10][C:11]=1[C:12]1[CH:17]=[C:16]([NH:18][C:19]2[CH:23]=[C:22]([CH3:24])[O:21][N:20]=2)[C:15](=[O:25])[N:14]([CH3:26])[CH:13]=1)(=O)C.[OH-].[Li+], predict the reaction product. The product is: [OH:4][CH2:5][C:6]1[C:7]([N:27]2[C:39](=[O:40])[C:38]3[S:37][C:36]4[CH2:35][CH2:34][CH2:33][CH2:32][C:31]=4[C:30]=3[CH:29]=[N:28]2)=[N:8][CH:9]=[CH:10][C:11]=1[C:12]1[CH:17]=[C:16]([NH:18][C:19]2[CH:23]=[C:22]([CH3:24])[O:21][N:20]=2)[C:15](=[O:25])[N:14]([CH3:26])[CH:13]=1.